This data is from Reaction yield outcomes from USPTO patents with 853,638 reactions. The task is: Predict the reaction yield, written as a fraction of the theoretical maximum amount of product (1.0 means a 100% yield; for example, 0.34 means a 34% yield). (1) The reactants are [Cl:1][C:2]1[CH:8]=[C:7]([Cl:9])[C:5]([OH:6])=[CH:4][C:3]=1[OH:10].[CH2:11](Br)[CH:12]=[CH2:13].C(=O)([O-])[O-].[K+].[K+]. The catalyst is CN(C=O)C. The product is [CH2:13]([O:6][C:5]1[C:7]([Cl:9])=[CH:8][C:2]([Cl:1])=[C:3]([OH:10])[CH:4]=1)[CH:12]=[CH2:11]. The yield is 0.270. (2) The catalyst is CO. The yield is 0.670. The product is [NH2:18][C:9]1[C:8]2[N:7]=[C:6]([CH2:19][CH2:20][CH2:21][CH3:22])[N:5]([CH2:4][CH2:3][CH2:2][NH:1][CH2:23][C:25]3[CH:26]=[C:27]([CH:34]=[CH:35][CH:36]=3)[O:28][CH2:29][C:30]([O:32][CH3:33])=[O:31])[C:17]=2[C:16]2[CH:15]=[CH:14][CH:13]=[CH:12][C:11]=2[N:10]=1. The reactants are [NH2:1][CH2:2][CH2:3][CH2:4][N:5]1[C:17]2[C:16]3[CH:15]=[CH:14][CH:13]=[CH:12][C:11]=3[N:10]=[C:9]([NH2:18])[C:8]=2[N:7]=[C:6]1[CH2:19][CH2:20][CH2:21][CH3:22].[CH:23]([C:25]1[CH:26]=[C:27]([CH:34]=[CH:35][CH:36]=1)[O:28][CH2:29][C:30]([O:32][CH3:33])=[O:31])=O.CC(O)=O.[BH3-]C#N.[Na+]. (3) The yield is 0.520. The product is [OH:7][C:2]([CH3:6])([CH3:1])[CH2:3][CH2:4][O:5][C:9]1[N:10]=[C:11]([OH:19])[C:12]2[CH:18]=[CH:17][N:16]=[CH:15][C:13]=2[N:14]=1. No catalyst specified. The reactants are [CH3:1][C:2]([OH:7])([CH3:6])[CH2:3][CH2:4][OH:5].Cl[C:9]1[N:10]=[C:11]([OH:19])[C:12]2[CH:18]=[CH:17][N:16]=[CH:15][C:13]=2[N:14]=1.